Task: Predict the reactants needed to synthesize the given product.. Dataset: Full USPTO retrosynthesis dataset with 1.9M reactions from patents (1976-2016) (1) Given the product [CH2:1]([N:3]1[C:7]2=[N:8][C:9]([CH2:60][CH3:61])=[C:10]([CH2:19][N:20]([CH2:22][C:23]3[CH:24]=[C:25]([CH:26]=[CH:27][CH:28]=3)[C:29]([NH:31][CH2:32][C:33]3[CH:38]=[C:37]([C:39]4[CH:44]=[CH:43][CH:42]=[C:41]([CH2:45][N:46]5[CH2:51][CH2:50][NH:49][CH2:48][CH2:47]5)[CH:40]=4)[C:36]([F:59])=[CH:35][CH:34]=3)=[O:30])[CH3:21])[C:11]([NH:12][CH:13]3[CH2:14][CH2:15][O:16][CH2:17][CH2:18]3)=[C:6]2[CH:5]=[N:4]1)[CH3:2], predict the reactants needed to synthesize it. The reactants are: [CH2:1]([N:3]1[C:7]2=[N:8][C:9]([CH2:60][CH3:61])=[C:10]([CH2:19][N:20]([CH2:22][C:23]3[CH:24]=[C:25]([C:29]([NH:31][CH2:32][C:33]4[CH:34]=[CH:35][C:36]([F:59])=[C:37]([C:39]5[CH:44]=[CH:43][CH:42]=[C:41]([CH2:45][N:46]6[CH2:51][CH2:50][N:49](C(OC(C)(C)C)=O)[CH2:48][CH2:47]6)[CH:40]=5)[CH:38]=4)=[O:30])[CH:26]=[CH:27][CH:28]=3)[CH3:21])[C:11]([NH:12][CH:13]3[CH2:18][CH2:17][O:16][CH2:15][CH2:14]3)=[C:6]2[CH:5]=[N:4]1)[CH3:2].C(O)(C(F)(F)F)=O.C([O-])(O)=O.[Na+]. (2) Given the product [CH3:22][C@H:18]1[CH2:19][CH2:20][CH2:21][N:17]1[C:15]([C:8]1[N:9]2[C:10]([CH2:11][O:12][CH2:13][CH2:14]2)=[C:6]([C:4]([OH:5])=[O:3])[CH:7]=1)=[O:16], predict the reactants needed to synthesize it. The reactants are: C([O:3][C:4]([C:6]1[CH:7]=[C:8]([C:15]([N:17]2[CH2:21][CH2:20][CH2:19][C@@H:18]2[CH3:22])=[O:16])[N:9]2[CH2:14][CH2:13][O:12][CH2:11][C:10]=12)=[O:5])C.O.[OH-].[K+].Cl. (3) Given the product [CH3:26][S:27]([O:18][CH2:17][CH2:16][CH2:15][CH2:14][CH2:13][C:3]1[N:2]([CH3:1])[C:6]([C:7]2[CH:12]=[CH:11][CH:10]=[CH:9][CH:8]=2)=[N:5][N:4]=1)(=[O:29])=[O:28], predict the reactants needed to synthesize it. The reactants are: [CH3:1][N:2]1[C:6]([C:7]2[CH:12]=[CH:11][CH:10]=[CH:9][CH:8]=2)=[N:5][N:4]=[C:3]1[CH2:13][CH2:14][CH2:15][CH2:16][CH2:17][OH:18].C(N(CC)CC)C.[CH3:26][S:27](Cl)(=[O:29])=[O:28]. (4) Given the product [NH2:1][C:2]1[N:10]=[C:9]2[C:5]([N:6]=[CH:7][N:8]2[C@H:11]2[CH2:15][O:14][C@@H:13]([CH2:16][OH:17])[O:12]2)=[C:4]([NH:22][CH:19]2[CH2:21][CH2:20]2)[N:3]=1, predict the reactants needed to synthesize it. The reactants are: [NH2:1][C:2]1[N:10]=[C:9]2[C:5]([N:6]=[CH:7][N:8]2[C@H:11]2[CH2:15][O:14][C@@H:13]([CH2:16][OH:17])[O:12]2)=[C:4](Cl)[N:3]=1.[CH:19]1([NH2:22])[CH2:21][CH2:20]1. (5) Given the product [CH3:12][C@@H:4]1[CH2:3][C@H:2]([O:1][S:14]([CH3:13])(=[O:16])=[O:15])[CH2:6][C@@H:5]1[C:7]([O:9][CH2:10][CH3:11])=[O:8], predict the reactants needed to synthesize it. The reactants are: [OH:1][C@@H:2]1[CH2:6][C@H:5]([C:7]([O:9][CH2:10][CH3:11])=[O:8])[C@H:4]([CH3:12])[CH2:3]1.[CH3:13][S:14](Cl)(=[O:16])=[O:15]. (6) Given the product [C:1]([O:5][C:6]([N:8]1[C@H:13]([CH2:14][OH:15])[CH2:12][C@:11]2([CH3:23])[C@H:9]1[CH2:10]2)=[O:7])([CH3:4])([CH3:3])[CH3:2], predict the reactants needed to synthesize it. The reactants are: [C:1]([O:5][C:6]([N:8]1[C@H:13]([C:14](C)(C)[O:15][SiH2]C(C)(C)C)[CH2:12][C@:11]2([CH2:23]OS(C)(=O)=O)[C@H:9]1[CH2:10]2)=[O:7])([CH3:4])([CH3:3])[CH3:2].C([BH-](CC)CC)C.[Li+].C(OC(N1[C@H](C(C)(C)O[SiH2]C(C)(C)C)C[C@]2(C)[C@H]1C2)=O)(C)(C)C.O.O.O.[F-].C([N+](CCCC)(CCCC)CCCC)CCC. (7) Given the product [CH3:11][C:10]1[NH:9][NH:8][C:7](=[O:12])[C:6]=1[CH2:5][NH:4][C:30](=[O:31])[O:29][C:26]([CH3:28])([CH3:27])[CH3:25], predict the reactants needed to synthesize it. The reactants are: Cl.Cl.O.[NH2:4][CH2:5][C:6]1[C:7](=[O:12])[NH:8][NH:9][C:10]=1[CH3:11].C(Cl)Cl.CCN(C(C)C)C(C)C.[CH3:25][C:26]([O:29][C:30](O[C:30]([O:29][C:26]([CH3:28])([CH3:27])[CH3:25])=[O:31])=[O:31])([CH3:28])[CH3:27]. (8) Given the product [CH3:1][O:2][C:3]([C:5]1[CH:6]=[C:7]([CH3:29])[C:8]2[O:14][C:13]3[C:15]([Cl:25])=[CH:16][C:17]([N:19]4[CH2:20][CH2:21][N:22]([CH2:43][C:38]5[CH:37]=[CH:34][C:33]([N:31]([CH3:30])[CH3:32])=[CH:40][CH:39]=5)[CH2:23][CH2:24]4)=[CH:18][C:12]=3[CH2:11][S:10](=[O:26])(=[O:27])[C:9]=2[CH:28]=1)=[O:4], predict the reactants needed to synthesize it. The reactants are: [CH3:1][O:2][C:3]([C:5]1[CH:6]=[C:7]([CH3:29])[C:8]2[O:14][C:13]3[C:15]([Cl:25])=[CH:16][C:17]([N:19]4[CH2:24][CH2:23][NH:22][CH2:21][CH2:20]4)=[CH:18][C:12]=3[CH2:11][S:10](=[O:27])(=[O:26])[C:9]=2[CH:28]=1)=[O:4].[CH3:30][N:31]([C:33]1[CH:40]=[CH:39][CH:38]=[CH:37][C:34]=1C=O)[CH3:32].N#N.[C:43]([BH3-])#N.[Na+]. (9) Given the product [C:22]([O:21][C:19](=[O:26])[NH:20][C:2]1[CH:7]=[CH:6][N:5]2[N:8]=[C:9]([C:11]3[CH:16]=[CH:15][CH:14]=[C:13]([O:17][CH3:18])[CH:12]=3)[N:10]=[C:4]2[CH:3]=1)([CH3:25])([CH3:24])[CH3:23], predict the reactants needed to synthesize it. The reactants are: Br[C:2]1[CH:7]=[CH:6][N:5]2[N:8]=[C:9]([C:11]3[CH:16]=[CH:15][CH:14]=[C:13]([O:17][CH3:18])[CH:12]=3)[N:10]=[C:4]2[CH:3]=1.[C:19](=[O:26])([O:21][C:22]([CH3:25])([CH3:24])[CH3:23])[NH2:20].C(=O)([O-])[O-].[Cs+].[Cs+].CC1(C)C2C(=C(P(C3C=CC=CC=3)C3C=CC=CC=3)C=CC=2)OC2C(P(C3C=CC=CC=3)C3C=CC=CC=3)=CC=CC1=2. (10) Given the product [C:1]([O:5][C:6]([NH:8][CH2:9][C@H:10]1[CH2:15][CH2:14][C@H:13]([C:16]([NH:18][C@H:19]([C:37](=[O:50])[NH:38][C:39]2[CH:44]=[CH:43][C:42]([C:45]3[N:46]=[N:47][NH:48][N:49]=3)=[CH:41][CH:40]=2)[CH2:20][C:21]2[CH:26]=[CH:25][C:24]([C:27]3[CH:32]=[CH:31][C:30]([C:33]([NH:51][CH:52]4[CH2:53][CH2:54][N:55]([C:58]([O:60][C:61]([CH3:64])([CH3:63])[CH3:62])=[O:59])[CH2:56][CH2:57]4)=[O:34])=[CH:29][C:28]=3[Cl:36])=[CH:23][CH:22]=2)=[O:17])[CH2:12][CH2:11]1)=[O:7])([CH3:4])([CH3:2])[CH3:3], predict the reactants needed to synthesize it. The reactants are: [C:1]([O:5][C:6]([NH:8][CH2:9][C@H:10]1[CH2:15][CH2:14][C@H:13]([C:16]([NH:18][C@H:19]([C:37](=[O:50])[NH:38][C:39]2[CH:44]=[CH:43][C:42]([C:45]3[N:46]=[N:47][NH:48][N:49]=3)=[CH:41][CH:40]=2)[CH2:20][C:21]2[CH:26]=[CH:25][C:24]([C:27]3[CH:32]=[CH:31][C:30]([C:33](O)=[O:34])=[CH:29][C:28]=3[Cl:36])=[CH:23][CH:22]=2)=[O:17])[CH2:12][CH2:11]1)=[O:7])([CH3:4])([CH3:3])[CH3:2].[NH2:51][CH:52]1[CH2:57][CH2:56][N:55]([C:58]([O:60][C:61]([CH3:64])([CH3:63])[CH3:62])=[O:59])[CH2:54][CH2:53]1.F[P-](F)(F)(F)(F)F.CN(C(ON1C2=NC=CC=C2N=N1)=[N+](C)C)C.C(N(CC)C(C)C)(C)C.